The task is: Predict the product of the given reaction.. This data is from Forward reaction prediction with 1.9M reactions from USPTO patents (1976-2016). (1) Given the reactants C(OC(=O)[NH:5][C:6]1[CH:15]=[CH:14][C:13]2[C:8](=[CH:9][CH:10]=[C:11]([F:16])[CH:12]=2)[C:7]=1[Cl:17])C.[OH-].[K+], predict the reaction product. The product is: [Cl:17][C:7]1[C:8]2[C:13](=[CH:12][C:11]([F:16])=[CH:10][CH:9]=2)[CH:14]=[CH:15][C:6]=1[NH2:5]. (2) Given the reactants C(Cl)(=O)C(Cl)=O.[Cl:7][C:8]1[N:13]=[C:12]([C:14]([OH:16])=O)[CH:11]=[C:10]([C:17]2[CH:22]=[CH:21][C:20]([C:23]([F:26])([F:25])[F:24])=[CH:19][CH:18]=2)[N:9]=1.[NH:27]1[CH2:32][CH2:31][O:30][CH2:29][CH2:28]1.C(=O)([O-])O.[Na+], predict the reaction product. The product is: [Cl:7][C:8]1[N:13]=[C:12]([C:14]([N:27]2[CH2:32][CH2:31][O:30][CH2:29][CH2:28]2)=[O:16])[CH:11]=[C:10]([C:17]2[CH:22]=[CH:21][C:20]([C:23]([F:26])([F:25])[F:24])=[CH:19][CH:18]=2)[N:9]=1. (3) The product is: [CH:17]1[C:16]2[C:21](=[C:12]3[C:13](=[CH:14][CH:15]=2)[C:4]2[C:3](=[CH:2][CH:7]=[CH:6][CH:5]=2)[S:8](=[O:10])(=[O:9])[NH:11]3)[N:20]=[CH:19][CH:18]=1. Given the reactants N[C:2]1[CH:7]=[CH:6][CH:5]=[CH:4][C:3]=1[S:8]([NH:11][C:12]1[CH:13]=[CH:14][CH:15]=[C:16]2[C:21]=1[N:20]=[CH:19][CH:18]=[CH:17]2)(=[O:10])=[O:9].N(OC(C)(C)C)=O, predict the reaction product. (4) Given the reactants [NH:1]1[CH2:7][C:5](=[O:6])[NH:4][C:2]1=[O:3].[Cl:8][C:9]1[CH:10]=[CH:11][C:12]([F:37])=[C:13]([NH:15][C:16]2[CH:21]=[C:20]([NH:22][CH2:23][CH:24]([N:26]3[CH2:31][CH2:30][O:29][CH2:28][CH2:27]3)[CH3:25])[N:19]3[N:32]=[CH:33][C:34]([CH:35]=O)=[C:18]3[N:17]=2)[CH:14]=1.N1CCCCC1, predict the reaction product. The product is: [Cl:8][C:9]1[CH:10]=[CH:11][C:12]([F:37])=[C:13]([NH:15][C:16]2[CH:21]=[C:20]([NH:22][CH2:23][CH:24]([N:26]3[CH2:27][CH2:28][O:29][CH2:30][CH2:31]3)[CH3:25])[N:19]3[N:32]=[CH:33][C:34]([CH:35]=[C:7]4[NH:1][C:2](=[O:3])[NH:4][C:5]4=[O:6])=[C:18]3[N:17]=2)[CH:14]=1. (5) Given the reactants [Na].[Cl:2][C:3]1[CH:8]=[CH:7][C:6]([CH2:9][C:10]#[N:11])=[CH:5][CH:4]=1.[O:12]1[CH2:17][CH2:16][C:15](=O)[CH2:14][CH2:13]1, predict the reaction product. The product is: [Cl:2][C:3]1[CH:8]=[CH:7][C:6]([C:9](=[C:15]2[CH2:16][CH2:17][O:12][CH2:13][CH2:14]2)[C:10]#[N:11])=[CH:5][CH:4]=1. (6) Given the reactants [CH3:1][O:2][C:3]1[CH:4]=[C:5]([CH:17]=[CH:18][CH:19]=1)[O:6][CH2:7][CH2:8][N:9]1[CH:13]=[C:12]([N+:14]([O-])=O)[CH:11]=[N:10]1, predict the reaction product. The product is: [CH3:1][O:2][C:3]1[CH:4]=[C:5]([CH:17]=[CH:18][CH:19]=1)[O:6][CH2:7][CH2:8][N:9]1[CH:13]=[C:12]([NH2:14])[CH:11]=[N:10]1. (7) Given the reactants [OH:1][C:2]1[CH:3]=[C:4]([N+:12]([O-:14])=[O:13])[C:5]([CH3:11])=[C:6]([CH:10]=1)[C:7]([O-:9])=[O:8].[C:15](=O)([O-])[O-].[Cs+].[Cs+].I[CH:22]1[CH2:25][N:24]([C:26]([O:28][C:29]([CH3:32])([CH3:31])[CH3:30])=[O:27])[CH2:23]1.C(OCC)(=O)C, predict the reaction product. The product is: [CH3:15][O:8][C:7]([C:6]1[CH:10]=[C:2]([CH:3]=[C:4]([N+:12]([O-:14])=[O:13])[C:5]=1[CH3:11])[O:1][CH:22]1[CH2:25][N:24]([C:26]([O:28][C:29]([CH3:32])([CH3:31])[CH3:30])=[O:27])[CH2:23]1)=[O:9]. (8) Given the reactants [F:1][C:2]1[CH:8]=[C:7]([O:9][CH3:10])[CH:6]=[CH:5][C:3]=1[NH2:4].NC1C=CC=CC=1.C([O:20][CH:21]=[C:22]([C:28](OCC)=O)[C:23]([O:25][CH2:26][CH3:27])=[O:24])C, predict the reaction product. The product is: [F:1][C:2]1[CH:8]=[C:7]([O:9][CH3:10])[CH:6]=[C:5]2[C:3]=1[NH:4][CH:28]=[C:22]([C:23]([O:25][CH2:26][CH3:27])=[O:24])[C:21]2=[O:20]. (9) Given the reactants [CH2:1]([O:3][C:4](=[O:15])[CH2:5][N:6]1[C:10](Cl)=[C:9]([CH:12]=[O:13])[C:8]([CH3:14])=[N:7]1)[CH3:2].[OH-].[K+].[C:18](=[S:20])=[S:19].[CH3:21]I, predict the reaction product. The product is: [CH:12]([C:9]1[C:8]([CH3:14])=[N:7][N:6]2[C:5]([C:4]([O:3][CH2:1][CH3:2])=[O:15])=[C:18]([S:20][CH3:21])[S:19][C:10]=12)=[O:13].